This data is from Full USPTO retrosynthesis dataset with 1.9M reactions from patents (1976-2016). The task is: Predict the reactants needed to synthesize the given product. (1) Given the product [Cl:1][C:2]1[CH:7]=[CH:6][CH:5]=[CH:4][C:3]=1[NH:8][C:9]1[O:10][C:11]2[C:17]([F:18])=[C:16]([CH2:19][C:20]([OH:22])=[O:21])[CH:15]=[CH:14][C:12]=2[N:13]=1, predict the reactants needed to synthesize it. The reactants are: [Cl:1][C:2]1[CH:7]=[CH:6][CH:5]=[CH:4][C:3]=1[NH:8][C:9]1[O:10][C:11]2[C:17]([F:18])=[C:16]([CH2:19][C:20]([O:22]C)=[O:21])[CH:15]=[CH:14][C:12]=2[N:13]=1.[OH-].[Na+]. (2) Given the product [CH3:22][S:23]([O:1][CH:2]1[CH2:3][CH2:4][N:5]([C:8]([O:10][C:11]([CH3:14])([CH3:13])[CH3:12])=[O:9])[CH2:6][CH2:7]1)(=[O:25])=[O:24], predict the reactants needed to synthesize it. The reactants are: [OH:1][CH:2]1[CH2:7][CH2:6][N:5]([C:8]([O:10][C:11]([CH3:14])([CH3:13])[CH3:12])=[O:9])[CH2:4][CH2:3]1.C(N(CC)CC)C.[CH3:22][S:23](Cl)(=[O:25])=[O:24]. (3) Given the product [NH:10]1[C:11]2[CH:16]=[CH:15][CH:14]=[CH:13][C:12]=2[N:8]=[C:9]1[C:17]1[C:25]2[C:20](=[CH:21][CH:22]=[C:23]([NH:26][C:27]([NH:29][CH:30]3[CH2:31][CH2:32][CH2:33][CH2:34]3)=[O:28])[CH:24]=2)[NH:19][N:18]=1, predict the reactants needed to synthesize it. The reactants are: C(O)(C(F)(F)F)=O.[NH:8]1[C:12]2[CH:13]=[CH:14][CH:15]=[CH:16][C:11]=2[N:10]=[C:9]1[C:17]1[C:25]2[C:20](=[CH:21][CH:22]=[C:23]([NH:26][C:27]([NH:29][CH:30]3[CH2:34][CH2:33][CH2:32][CH2:31]3)=[O:28])[CH:24]=2)[N:19](C2CCCCO2)[N:18]=1. (4) Given the product [OH:2][C:3]1[CH:15]=[CH:14][C:6]2[C:7]([C:11]([OH:13])=[O:12])=[C:8]([CH3:10])[S:9][C:5]=2[CH:4]=1, predict the reactants needed to synthesize it. The reactants are: C[O:2][C:3]1[CH:15]=[CH:14][C:6]2[C:7]([C:11]([OH:13])=[O:12])=[C:8]([CH3:10])[S:9][C:5]=2[CH:4]=1.B(Br)(Br)Br. (5) Given the product [ClH:38].[CH3:1][O:2][C:3]1[CH:12]=[C:11]([CH3:13])[C:10]2[NH:9][C:8](=[O:14])[C:7]3[S:15][CH:16]=[CH:17][C:6]=3[C:5]=2[C:4]=1[C:18]1[CH:23]=[CH:22][C:21]([CH:24]([CH:35]([CH3:37])[CH3:36])[CH2:25][NH:26][CH3:27])=[CH:20][CH:19]=1, predict the reactants needed to synthesize it. The reactants are: [CH3:1][O:2][C:3]1[CH:12]=[C:11]([CH3:13])[C:10]2[NH:9][C:8](=[O:14])[C:7]3[S:15][CH:16]=[CH:17][C:6]=3[C:5]=2[C:4]=1[C:18]1[CH:23]=[CH:22][C:21]([CH:24]([CH:35]([CH3:37])[CH3:36])[CH2:25][N:26](C)[C:27](=O)OC(C)(C)C)=[CH:20][CH:19]=1.[ClH:38]. (6) Given the product [S:26]1[CH:30]=[CH:29][CH:28]=[C:27]1[CH2:31][NH:32][C:2]1[C:11]2=[N:12][NH:13][CH:14]=[C:10]2[C:9]2[CH:8]=[C:7]([O:24][CH3:25])[CH:6]=[CH:5][C:4]=2[N:3]=1, predict the reactants needed to synthesize it. The reactants are: Cl[C:2]1[C:11]2=[N:12][N:13](CC3C=CC(OC)=CC=3)[CH:14]=[C:10]2[C:9]2[CH:8]=[C:7]([O:24][CH3:25])[CH:6]=[CH:5][C:4]=2[N:3]=1.[S:26]1[CH:30]=[CH:29][CH:28]=[C:27]1[CH2:31][NH2:32].Cl. (7) Given the product [OH:1][C:2](=[C:3]1[CH2:15][CH2:14][C:13]2[C:12]3[C:7](=[CH:8][CH:9]=[CH:10][CH:11]=3)[NH:6][C:5]=2[C:4]1=[O:19])[C:23]([O:22][CH2:20][CH3:21])=[O:29], predict the reactants needed to synthesize it. The reactants are: [OH:1][CH:2]=[C:3]1[CH2:15][CH2:14][C:13]2[C:12]3[C:7](=[CH:8][CH:9]=[C:10](C(O)=O)[CH:11]=3)[NH:6][C:5]=2[C:4]1=[O:19].[CH2:20]([O:22][C:23](=[O:29])[C:23]([O:22][CH2:20][CH3:21])=[O:29])[CH3:21].C1(=O)C2NC3C(=CC=CC=3)C=2CCC1.